Dataset: Catalyst prediction with 721,799 reactions and 888 catalyst types from USPTO. Task: Predict which catalyst facilitates the given reaction. (1) Reactant: Br[C:2]1[CH:3]=[CH:4][C:5]([C:8]([NH:10][CH2:11][C:12]2[CH:13]=[CH:14][C:15]([C:18]3[CH:23]=[CH:22][N:21]=[C:20]([F:24])[CH:19]=3)=[N:16][CH:17]=2)=[O:9])=[N:6][CH:7]=1.[CH3:25][S:26]([C:29]1[CH:30]=[C:31](B(O)O)[CH:32]=[CH:33][CH:34]=1)(=[O:28])=[O:27].C1(C)C=CC=CC=1.C([O-])([O-])=O.[Na+].[Na+]. Product: [F:24][C:20]1[CH:19]=[C:18]([C:15]2[CH:14]=[CH:13][C:12]([CH2:11][NH:10][C:8](=[O:9])[C:5]3[CH:4]=[CH:3][C:2]([C:33]4[CH:32]=[CH:31][CH:30]=[C:29]([S:26]([CH3:25])(=[O:28])=[O:27])[CH:34]=4)=[CH:7][N:6]=3)=[CH:17][N:16]=2)[CH:23]=[CH:22][N:21]=1. The catalyst class is: 461. (2) Reactant: [O:1]1[C:5]([C:6](=O)[CH2:7][C:8]#[N:9])=[CH:4][CH:3]=[N:2]1.O.[NH2:12][NH2:13].Cl. Product: [O:1]1[C:5]([C:6]2[CH:7]=[C:8]([NH2:9])[NH:12][N:13]=2)=[CH:4][CH:3]=[N:2]1. The catalyst class is: 8.